This data is from Forward reaction prediction with 1.9M reactions from USPTO patents (1976-2016). The task is: Predict the product of the given reaction. (1) Given the reactants [N+:1]([C:4]1[CH:14]=[CH:13][C:7]2[CH2:8][CH2:9][NH:10][CH2:11][CH2:12][C:6]=2[CH:5]=1)([O-:3])=[O:2].C(N(CC)CC)C.Cl[C:23]([O:25][CH2:26][C:27]1[CH:32]=[CH:31][CH:30]=[CH:29][CH:28]=1)=[O:24].O, predict the reaction product. The product is: [N+:1]([C:4]1[CH:14]=[CH:13][C:7]2[CH2:8][CH2:9][N:10]([C:23]([O:25][CH2:26][C:27]3[CH:32]=[CH:31][CH:30]=[CH:29][CH:28]=3)=[O:24])[CH2:11][CH2:12][C:6]=2[CH:5]=1)([O-:3])=[O:2]. (2) Given the reactants [Cl:1][C:2]1[CH:7]=[CH:6][C:5]([CH:8]([C:14]([C:16]2[CH:21]=[CH:20][C:19]([S:22][CH3:23])=[CH:18][CH:17]=2)=O)[CH2:9][C:10]([O:12]C)=O)=[CH:4][CH:3]=1.Cl.Cl.[CH2:26]([NH:33][NH2:34])[C:27]1[CH:32]=[CH:31][CH:30]=[CH:29][CH:28]=1.C([O-])(=O)C.[Na+], predict the reaction product. The product is: [CH2:26]([N:33]1[C:10](=[O:12])[CH2:9][CH:8]([C:5]2[CH:4]=[CH:3][C:2]([Cl:1])=[CH:7][CH:6]=2)[C:14]([C:16]2[CH:21]=[CH:20][C:19]([S:22][CH3:23])=[CH:18][CH:17]=2)=[N:34]1)[C:27]1[CH:32]=[CH:31][CH:30]=[CH:29][CH:28]=1. (3) Given the reactants CC(C)([O-])C.[K+].[F:7][C:8]1[CH:9]=[C:10]([CH:13]=[CH:14][C:15]=1[OH:16])[CH:11]=[O:12].Br[CH2:18][CH2:19][CH2:20][O:21][C:22]1[CH:27]=[CH:26][C:25]([C:28]2[CH:33]=[CH:32][CH:31]=[CH:30][CH:29]=2)=[CH:24][CH:23]=1, predict the reaction product. The product is: [C:25]1([C:28]2[CH:29]=[CH:30][CH:31]=[CH:32][CH:33]=2)[CH:24]=[CH:23][C:22]([O:21][CH2:20][CH2:19][CH2:18][O:16][C:15]2[CH:14]=[CH:13][C:10]([CH:11]=[O:12])=[CH:9][C:8]=2[F:7])=[CH:27][CH:26]=1. (4) Given the reactants [CH:1]([C:4]1[CH:5]=[C:6]([CH:35]=[CH:36][CH:37]=1)[CH2:7][N:8]1[C@@H:16]2[C@H:11]([C@H:12]([CH2:19][C:20]3[CH:25]=[CH:24][C:23](OS(C(F)(F)F)(=O)=O)=[CH:22][CH:21]=3)[CH2:13][S:14](=[O:18])(=[O:17])[CH2:15]2)[O:10][C:9]1=[O:34])([CH3:3])[CH3:2].[NH2:38][C:39]1[CH:44]=[CH:43][N:42]=[CH:41][N:40]=1.C([O-])([O-])=O.[Cs+].[Cs+].CC1(C)C2C(=C(P(C3C=CC=CC=3)C3C=CC=CC=3)C=CC=2)OC2C(P(C3C=CC=CC=3)C3C=CC=CC=3)=CC=CC1=2, predict the reaction product. The product is: [CH:1]([C:4]1[CH:5]=[C:6]([CH:35]=[CH:36][CH:37]=1)[CH2:7][N:8]1[C@@H:16]2[C@H:11]([C@H:12]([CH2:19][C:20]3[CH:21]=[CH:22][C:23]([NH:38][C:39]4[CH:44]=[CH:43][N:42]=[CH:41][N:40]=4)=[CH:24][CH:25]=3)[CH2:13][S:14](=[O:18])(=[O:17])[CH2:15]2)[O:10][C:9]1=[O:34])([CH3:3])[CH3:2]. (5) Given the reactants [CH3:1][N:2]1[C:7](N)=[N:6][C:4](=[O:5])[CH2:3]1.[NH2:9][C@H](C([O-])=O)CCC([O-])=[O:14], predict the reaction product. The product is: [CH3:1][N:2]1[CH2:3][C:4](=[O:5])[NH:6][C:7]1=[O:14].[NH3:9]. (6) Given the reactants [NH2:1][C:2]1[CH:7]=[C:6]([Cl:8])[CH:5]=[CH:4][C:3]=1[SH:9].Br.Br[CH2:12][C:13]1[CH:14]=[N:15][CH:16]=[CH:17][CH:18]=1.[O:19]1[C:23]2[CH:24]=[CH:25][CH:26]=[CH:27][C:22]=2[CH:21]=[C:20]1[S:28](Cl)(=[O:30])=[O:29], predict the reaction product. The product is: [Cl:8][C:6]1[CH:5]=[CH:4][C:3]([S:9][CH2:12][C:13]2[CH:14]=[N:15][CH:16]=[CH:17][CH:18]=2)=[C:2]([NH:1][S:28]([C:20]2[O:19][C:23]3[CH:24]=[CH:25][CH:26]=[CH:27][C:22]=3[CH:21]=2)(=[O:29])=[O:30])[CH:7]=1.